This data is from Retrosynthesis with 50K atom-mapped reactions and 10 reaction types from USPTO. The task is: Predict the reactants needed to synthesize the given product. (1) Given the product c1ccc(-c2ccc(Oc3ccc(OC[C@H]4CCCN4)cc3)cc2)cc1, predict the reactants needed to synthesize it. The reactants are: CC(C)(C)OC(=O)N1CCC[C@@H]1COc1ccc(Oc2ccc(-c3ccccc3)cc2)cc1. (2) Given the product O=C(Cc1nc(N2CCOCC2)cc(=O)[nH]1)N1CC2(CCOCC2)c2ccccc21, predict the reactants needed to synthesize it. The reactants are: O=C([O-])Cc1nc(N2CCOCC2)cc(=O)[nH]1.c1ccc2c(c1)NCC21CCOCC1. (3) Given the product Cc1cc(Nc2nc(F)c(F)cc2[N+](=O)[O-])n[nH]1, predict the reactants needed to synthesize it. The reactants are: Cc1cc(N)n[nH]1.O=[N+]([O-])c1cc(F)c(F)nc1F. (4) Given the product COC(=O)c1ccc2c(c1)SCCCC2NC(=O)OCc1ccccc1, predict the reactants needed to synthesize it. The reactants are: COC(=O)c1ccc2c(c1)SCCCC2N.O=C(Cl)OCc1ccccc1. (5) Given the product O=C(Nc1nc(-c2ccncc2)cs1)c1ccccc1, predict the reactants needed to synthesize it. The reactants are: Nc1nc(-c2ccncc2)cs1.O=C(Cl)c1ccccc1. (6) Given the product COc1nc(NCCc2ccc(C(F)(F)F)cc2F)cc(-c2cccc(CC#N)c2)n1, predict the reactants needed to synthesize it. The reactants are: COc1nc(Cl)cc(NCCc2ccc(C(F)(F)F)cc2F)n1.N#CCc1cccc(B(O)O)c1.